This data is from Catalyst prediction with 721,799 reactions and 888 catalyst types from USPTO. The task is: Predict which catalyst facilitates the given reaction. (1) Reactant: CO[C:3]1[CH:4]=[CH:5][C:6]([NH:15][C:16]2[C:17]([C:26]([OH:28])=O)=[CH:18][C:19]3[C:24]([CH:25]=2)=[CH:23][CH:22]=[CH:21][CH:20]=3)=[C:7]2[C:12]=1[O:11][C:10]([CH3:14])([CH3:13])[CH:9]=[CH:8]2.FC(F)(F)[C:31](OC(=O)C(F)(F)F)=[O:32]. Product: [CH3:31][O:32][C:4]1[CH:3]=[C:12]2[O:11][C:10]([CH3:13])([CH3:14])[CH:9]=[CH:8][C:7]2=[C:6]2[C:5]=1[C:26](=[O:28])[C:17]1[CH:18]=[C:19]3[CH:20]=[CH:21][CH:22]=[CH:23][C:24]3=[CH:25][C:16]=1[NH:15]2. The catalyst class is: 4. (2) Reactant: [CH3:1][C:2]1([CH3:14])[C:6]([CH3:8])([CH3:7])[O:5][B:4]([C:9]2[CH:10]=[N:11][NH:12][CH:13]=2)[O:3]1.[CH3:15][O:16][CH2:17][CH2:18]Br.C(=O)([O-])[O-].[Cs+].[Cs+]. Product: [CH3:15][O:16][CH2:17][CH2:18][N:12]1[CH:13]=[C:9]([B:4]2[O:5][C:6]([CH3:7])([CH3:8])[C:2]([CH3:14])([CH3:1])[O:3]2)[CH:10]=[N:11]1. The catalyst class is: 10. (3) Reactant: [CH2:1]([N:3]1[CH2:16][CH2:15][C:6]2[NH:7][C:8]3[CH:9]=[CH:10][C:11]([CH3:14])=[CH:12][C:13]=3[C:5]=2[CH2:4]1)[CH3:2].[CH3:17][C:18]1[CH:25]=[CH:24][C:21]([CH:22]=[CH2:23])=[CH:20][CH:19]=1.[H-].[Na+]. Product: [CH2:1]([N:3]1[CH2:16][CH2:15][C:6]2[N:7]([CH2:23][CH2:22][C:21]3[CH:24]=[CH:25][C:18]([CH3:17])=[CH:19][CH:20]=3)[C:8]3[CH:9]=[CH:10][C:11]([CH3:14])=[CH:12][C:13]=3[C:5]=2[CH2:4]1)[CH3:2]. The catalyst class is: 3. (4) Product: [Cl:8][C:4]1[CH:5]=[CH:6][CH:7]=[C:2]([Cl:1])[C:3]=1[S:9]([O:12][C:13]1[CH:22]=[CH:21][C:16]2[N:17]=[C:18]([NH:20][C:24]([O:26][CH3:27])=[O:25])[S:19][C:15]=2[CH:14]=1)(=[O:11])=[O:10]. Reactant: [Cl:1][C:2]1[CH:7]=[CH:6][CH:5]=[C:4]([Cl:8])[C:3]=1[S:9]([O:12][C:13]1[CH:22]=[CH:21][C:16]2[N:17]=[C:18]([NH2:20])[S:19][C:15]=2[CH:14]=1)(=[O:11])=[O:10].Cl[C:24]([O:26][CH3:27])=[O:25].O. The catalyst class is: 17. (5) Reactant: [C:1]([NH:5][S:6]([C:9]1[CH:14]=[CH:13][CH:12]=[CH:11][CH:10]=1)(=[O:8])=[O:7])([CH3:4])([CH3:3])[CH3:2].[Li]CCCC.[B:20](OC(C)C)([O:25]C(C)C)[O:21]C(C)C.Cl.B([O-])([O-])[O-]. Product: [C:1]([NH:5][S:6]([C:9]1[CH:14]=[CH:13][CH:12]=[CH:11][C:10]=1[B:20]([OH:25])[OH:21])(=[O:8])=[O:7])([CH3:4])([CH3:2])[CH3:3]. The catalyst class is: 1. (6) Reactant: [CH3:1][S:2]([C:5]1[CH:6]=[C:7]([CH:11]2[CH2:16][CH2:15][CH2:14][NH:13][CH2:12]2)[CH:8]=[CH:9][CH:10]=1)(=[O:4])=[O:3].[F:17][C:18]([F:23])([F:22])[C@@H:19]1[CH2:21][O:20]1. Product: [F:17][C:18]([F:23])([F:22])[C@@H:19]([OH:20])[CH2:21][N:13]1[CH2:14][CH2:15][CH2:16][CH:11]([C:7]2[CH:8]=[CH:9][CH:10]=[C:5]([S:2]([CH3:1])(=[O:4])=[O:3])[CH:6]=2)[CH2:12]1. The catalyst class is: 10.